Dataset: Plasma protein binding rate (PPBR) regression data from AstraZeneca. Task: Regression/Classification. Given a drug SMILES string, predict its absorption, distribution, metabolism, or excretion properties. Task type varies by dataset: regression for continuous measurements (e.g., permeability, clearance, half-life) or binary classification for categorical outcomes (e.g., BBB penetration, CYP inhibition). For this dataset (ppbr_az), we predict Y. (1) The molecule is N=C(N)c1cc2c(-c3ccccc3)cccc2s1. The Y is 89.9 %. (2) The drug is CCCNCC(O)COc1ccccc1C(=O)CCc1ccccc1. The Y is 93.0 %. (3) The Y is 99.2 %. The molecule is Cc1ccc2c(c1)c(Sc1ccc(S(C)(=O)=O)cc1)c(C)n2CC(=O)O. (4) The molecule is C[N+]1(C)[C@H]2C[C@H](OC(=O)C(O)(c3cccs3)c3cccs3)C[C@@H]1[C@H]1O[C@@H]21. The Y is 47.7 %.